This data is from Forward reaction prediction with 1.9M reactions from USPTO patents (1976-2016). The task is: Predict the product of the given reaction. (1) Given the reactants [Cl:1][C:2]1[CH:3]=[C:4]([C:8]2[O:12][N:11]=[C:10]([CH2:13][N:14]3[CH2:19][CH2:18][NH:17][CH2:16][CH2:15]3)[N:9]=2)[CH:5]=[CH:6][CH:7]=1.[C:20](=[O:23])([O-])[O-].[K+].[K+].Cl[C:27]1C=C[S:29][C:28]=1C(OCC)=O.C(OCC)(=O)C, predict the reaction product. The product is: [CH2:28]([S:29][C:20]([N:17]1[CH2:16][CH2:15][N:14]([CH2:13][C:10]2[N:9]=[C:8]([C:4]3[CH:5]=[CH:6][CH:7]=[C:2]([Cl:1])[CH:3]=3)[O:12][N:11]=2)[CH2:19][CH2:18]1)=[O:23])[CH3:27]. (2) The product is: [C:2]([C:7]1[N:8]=[C:9]([CH2:12][N:13]2[CH:17]=[CH:16][C:15]([NH:18][C:32]([C:27]3[N:28]=[C:29]([CH3:31])[O:30][C:26]=3[C:22]3[CH:23]=[CH:24][CH:25]=[C:20]([Cl:19])[CH:21]=3)=[O:33])=[N:14]2)[S:10][CH:11]=1)(=[O:6])[CH3:1]. Given the reactants [CH3:1][C:2]1([C:7]2[N:8]=[C:9]([CH2:12][N:13]3[CH:17]=[CH:16][C:15]([NH2:18])=[N:14]3)[S:10][CH:11]=2)[O:6]CCO1.[Cl:19][C:20]1[CH:21]=[C:22]([C:26]2[O:30][C:29]([CH3:31])=[N:28][C:27]=2[C:32](O)=[O:33])[CH:23]=[CH:24][CH:25]=1, predict the reaction product. (3) Given the reactants [CH:1](=O)[C:2]1[CH:7]=[CH:6][CH:5]=[CH:4][CH:3]=1.[F:9][C:10]1([F:16])[CH2:15][CH2:14][NH:13][CH2:12][CH2:11]1.[C-:17]#[N:18].[Na+].C(O)(=O)C, predict the reaction product. The product is: [F:9][C:10]1([F:16])[CH2:15][CH2:14][N:13]([CH:1]([C:2]2[CH:7]=[CH:6][CH:5]=[CH:4][CH:3]=2)[C:17]#[N:18])[CH2:12][CH2:11]1. (4) Given the reactants [Br:1][C:2]1[CH:3]=[C:4]([CH:7]=[C:8]([F:10])[CH:9]=1)[CH:5]=[O:6].[BH4-].[Na+], predict the reaction product. The product is: [Br:1][C:2]1[CH:3]=[C:4]([CH:7]=[C:8]([F:10])[CH:9]=1)[CH2:5][OH:6]. (5) The product is: [Cl:1][C:2]1[CH:19]=[CH:18][C:5]2[C:6](=[O:17])[C:7]3[CH:14]=[CH:13][C:12]([OH:15])=[CH:11][C:8]=3[CH2:9][CH2:10][C:4]=2[CH:3]=1. Given the reactants [Cl:1][C:2]1[CH:19]=[CH:18][C:5]2[C:6](=[O:17])[C:7]3[CH:14]=[CH:13][C:12]([O:15]C)=[CH:11][C:8]=3[CH2:9][CH2:10][C:4]=2[CH:3]=1.Br, predict the reaction product.